Dataset: CYP1A2 inhibition data for predicting drug metabolism from PubChem BioAssay. Task: Regression/Classification. Given a drug SMILES string, predict its absorption, distribution, metabolism, or excretion properties. Task type varies by dataset: regression for continuous measurements (e.g., permeability, clearance, half-life) or binary classification for categorical outcomes (e.g., BBB penetration, CYP inhibition). Dataset: cyp1a2_veith. (1) The compound is CCCCOc1cc(C(=O)OCCN(CC)CC)ccc1N. The result is 1 (inhibitor). (2) The molecule is CC(C)(C[C@@]1(C)NC(=O)NC1=O)OCc1ccccc1. The result is 0 (non-inhibitor).